This data is from Forward reaction prediction with 1.9M reactions from USPTO patents (1976-2016). The task is: Predict the product of the given reaction. (1) Given the reactants [Cl:1][C:2]1[C:3]([Cl:11])=[N:4][CH:5]=[C:6]([CH:10]=1)[C:7]([OH:9])=O.C(Cl)(=O)C(Cl)=O.O[NH:19][C:20]([C:22]1[CH:30]=[CH:29][C:28]2[NH:27][C:26]3[CH:31]([CH2:34][C:35]([O:37][CH2:38][CH3:39])=[O:36])[CH2:32][CH2:33][C:25]=3[C:24]=2[CH:23]=1)=[NH:21].[Cl:40][C:41]1[C:42]([Cl:50])=[N:43][CH:44]=[C:45]([CH:49]=1)[C:46]([Cl:48])=[O:47].C(N(CC)CC)C, predict the reaction product. The product is: [Cl:40][C:41]1[C:42]([Cl:50])=[N:43][CH:44]=[C:45]([CH:49]=1)[C:46]([Cl:48])=[O:47].[Cl:1][C:2]1[CH:10]=[C:6]([C:7]2[O:9][N:21]=[C:20]([C:22]3[CH:30]=[CH:29][C:28]4[NH:27][C:26]5[CH:31]([CH2:34][C:35]([O:37][CH2:38][CH3:39])=[O:36])[CH2:32][CH2:33][C:25]=5[C:24]=4[CH:23]=3)[N:19]=2)[CH:5]=[N:4][C:3]=1[Cl:11]. (2) Given the reactants [CH3:1][C:2]1[C:6]2[CH:7]=[C:8]([OH:11])[CH:9]=[CH:10][C:5]=2[N:4]([CH2:12][C:13]2[CH:18]=[CH:17][C:16]([O:19][CH2:20][CH2:21][N:22]3[CH2:28][CH2:27][CH2:26][CH2:25][CH2:24][CH2:23]3)=[CH:15][CH:14]=2)[C:3]=1[C:29]1[CH:34]=[CH:33][C:32]([OH:35])=[CH:31][CH:30]=1.Cl, predict the reaction product. The product is: [CH3:1][C:2]1[C:6]2[CH:7]=[C:8]([OH:11])[CH:9]=[CH:10][C:5]=2[N:4]([CH2:12][C:13]2[CH:14]=[CH:15][C:16]([O:19][CH2:20][CH2:21][N:22]3[CH2:23][CH2:24][CH2:25][CH2:26][CH2:27][CH2:28]3)=[CH:17][CH:18]=2)[C:3]=1[C:29]1[CH:34]=[CH:33][C:32]([OH:35])=[CH:31][CH:30]=1. (3) The product is: [CH3:1][C:2]1[N:22]([CH3:23])[C:5]2[CH:6]=[CH:7][C:8]3[C@H:9]([O:21][CH2:37][CH2:36][O:35][CH3:34])[C@H:10]([OH:20])[C@@H:11]([C:14]4[CH:19]=[CH:18][CH:17]=[CH:16][CH:15]=4)[NH:12][C:13]=3[C:4]=2[N:3]=1. Given the reactants [CH3:1][C:2]1[N:22]([CH3:23])[C:5]2[CH:6]=[CH:7][C:8]3[C@@H:9]([OH:21])[C@H:10]([OH:20])[C@@H:11]([C:14]4[CH:19]=[CH:18][CH:17]=[CH:16][CH:15]=4)[NH:12][C:13]=3[C:4]=2[N:3]=1.S(=O)(=O)(O)O.C(=O)([O-])O.[Na+].[CH3:34][O:35][CH2:36][CH2:37]O, predict the reaction product. (4) Given the reactants Cl[C:2]1[C:11]2[N:12]=[C:13]([CH2:27][O:28][CH2:29][CH3:30])[N:14]([CH2:15][C:16]3[O:20][N:19]=[C:18]([C:21]4[CH:26]=[CH:25][CH:24]=[CH:23][CH:22]=4)[CH:17]=3)[C:10]=2[C:9]2[CH:8]=[CH:7][CH:6]=[CH:5][C:4]=2[N:3]=1.[NH3:31].[OH-].[Na+], predict the reaction product. The product is: [CH2:29]([O:28][CH2:27][C:13]1[N:14]([CH2:15][C:16]2[O:20][N:19]=[C:18]([C:21]3[CH:26]=[CH:25][CH:24]=[CH:23][CH:22]=3)[CH:17]=2)[C:10]2[C:9]3[CH:8]=[CH:7][CH:6]=[CH:5][C:4]=3[N:3]=[C:2]([NH2:31])[C:11]=2[N:12]=1)[CH3:30]. (5) Given the reactants FC(F)(F)C(O)=O.C([O:12][C:13](=[O:32])[CH2:14][O:15][CH:16]1[CH2:21][CH2:20][N:19]([C:22]2[CH:27]=[CH:26][C:25]([C:28]([F:31])([F:30])[F:29])=[CH:24][CH:23]=2)[CH2:18][CH2:17]1)(C)(C)C, predict the reaction product. The product is: [F:30][C:28]([F:29])([F:31])[C:25]1[CH:24]=[CH:23][C:22]([N:19]2[CH2:20][CH2:21][CH:16]([O:15][CH2:14][C:13]([OH:32])=[O:12])[CH2:17][CH2:18]2)=[CH:27][CH:26]=1. (6) Given the reactants C(OC(=O)[NH:7][C:8]1[CH:12]=[C:11]([C:13]2[CH:18]=[CH:17][CH:16]=[CH:15][N:14]=2)[N:10]([CH3:19])[N:9]=1)(C)(C)C.Cl, predict the reaction product. The product is: [CH3:19][N:10]1[C:11]([C:13]2[CH:18]=[CH:17][CH:16]=[CH:15][N:14]=2)=[CH:12][C:8]([NH2:7])=[N:9]1. (7) Given the reactants S(=O)(=O)(O)O.[Br:6][CH:7]([C:11]1[CH:16]=[CH:15][CH:14]=[CH:13][CH:12]=1)[C:8]([OH:10])=[O:9].[CH2:17](O)C, predict the reaction product. The product is: [Br:6][CH:7]([C:11]1[CH:16]=[CH:15][CH:14]=[CH:13][CH:12]=1)[C:8]([O:10][CH3:17])=[O:9]. (8) Given the reactants [NH:1]1[CH2:6][CH2:5][CH:4]([NH:7][C:8](=[O:14])[O:9][C:10]([CH3:13])([CH3:12])[CH3:11])[CH2:3][CH2:2]1.C1C=CC2N(O)N=NC=2C=1.[OH:25][CH2:26][C:27](O)=[O:28].Cl, predict the reaction product. The product is: [OH:28][CH2:27][C:26]([N:1]1[CH2:2][CH2:3][CH:4]([NH:7][C:8](=[O:14])[O:9][C:10]([CH3:11])([CH3:13])[CH3:12])[CH2:5][CH2:6]1)=[O:25].